From a dataset of Catalyst prediction with 721,799 reactions and 888 catalyst types from USPTO. Predict which catalyst facilitates the given reaction. (1) Reactant: C(OC[N:9]1[C:13]2[N:14]=[N:15][CH:16]=[C:17]([C:18]3[CH:19]=[N:20][N:21]([CH:23]([CH2:27][CH:28]4[CH2:33][CH2:32][CH2:31][CH2:30][CH2:29]4)[CH2:24][C:25]#[N:26])[CH:22]=3)[C:12]=2[CH:11]=[CH:10]1)(=O)C(C)(C)C.[OH-].[Na+]. Product: [N:14]1[C:13]2[NH:9][CH:10]=[CH:11][C:12]=2[C:17]([C:18]2[CH:19]=[N:20][N:21]([CH:23]([CH2:27][CH:28]3[CH2:33][CH2:32][CH2:31][CH2:30][CH2:29]3)[CH2:24][C:25]#[N:26])[CH:22]=2)=[CH:16][N:15]=1. The catalyst class is: 5. (2) Reactant: [Cl:1][C:2]1[CH:3]=[C:4]([C:8]([C:10]2[CH:11]=[N:12][CH:13]=[CH:14][C:15]=2Cl)=[O:9])[CH:5]=[CH:6][CH:7]=1.[CH3:17][NH2:18]. Product: [Cl:1][C:2]1[CH:3]=[C:4]([C:8]([C:10]2[CH:11]=[N:12][CH:13]=[CH:14][C:15]=2[NH:18][CH3:17])=[O:9])[CH:5]=[CH:6][CH:7]=1. The catalyst class is: 6.